From a dataset of NCI-60 drug combinations with 297,098 pairs across 59 cell lines. Regression. Given two drug SMILES strings and cell line genomic features, predict the synergy score measuring deviation from expected non-interaction effect. (1) Cell line: UACC62. Drug 1: CN(CCCl)CCCl.Cl. Synergy scores: CSS=22.3, Synergy_ZIP=-9.66, Synergy_Bliss=-5.12, Synergy_Loewe=-10.4, Synergy_HSA=-4.15. Drug 2: COCCOC1=C(C=C2C(=C1)C(=NC=N2)NC3=CC=CC(=C3)C#C)OCCOC.Cl. (2) Drug 1: CC1C(C(=O)NC(C(=O)N2CCCC2C(=O)N(CC(=O)N(C(C(=O)O1)C(C)C)C)C)C(C)C)NC(=O)C3=C4C(=C(C=C3)C)OC5=C(C(=O)C(=C(C5=N4)C(=O)NC6C(OC(=O)C(N(C(=O)CN(C(=O)C7CCCN7C(=O)C(NC6=O)C(C)C)C)C)C(C)C)C)N)C. Drug 2: C1CN1P(=S)(N2CC2)N3CC3. Cell line: RXF 393. Synergy scores: CSS=1.72, Synergy_ZIP=-0.107, Synergy_Bliss=-0.621, Synergy_Loewe=0.487, Synergy_HSA=-0.217. (3) Drug 1: C1CCC(CC1)NC(=O)N(CCCl)N=O. Drug 2: CC(C)(C#N)C1=CC(=CC(=C1)CN2C=NC=N2)C(C)(C)C#N. Cell line: OVCAR-8. Synergy scores: CSS=10.8, Synergy_ZIP=-3.27, Synergy_Bliss=-5.65, Synergy_Loewe=-6.33, Synergy_HSA=-7.10. (4) Drug 1: CCCS(=O)(=O)NC1=C(C(=C(C=C1)F)C(=O)C2=CNC3=C2C=C(C=N3)C4=CC=C(C=C4)Cl)F. Drug 2: CS(=O)(=O)OCCCCOS(=O)(=O)C. Cell line: OVCAR-4. Synergy scores: CSS=-4.46, Synergy_ZIP=1.01, Synergy_Bliss=-4.03, Synergy_Loewe=-6.83, Synergy_HSA=-6.62. (5) Drug 1: CC(C)CN1C=NC2=C1C3=CC=CC=C3N=C2N. Drug 2: CC1C(C(CC(O1)OC2CC(CC3=C2C(=C4C(=C3O)C(=O)C5=CC=CC=C5C4=O)O)(C(=O)C)O)N)O. Cell line: HCT-15. Synergy scores: CSS=37.1, Synergy_ZIP=3.10, Synergy_Bliss=2.39, Synergy_Loewe=-20.3, Synergy_HSA=1.49. (6) Drug 1: CC1C(C(=O)NC(C(=O)N2CCCC2C(=O)N(CC(=O)N(C(C(=O)O1)C(C)C)C)C)C(C)C)NC(=O)C3=C4C(=C(C=C3)C)OC5=C(C(=O)C(=C(C5=N4)C(=O)NC6C(OC(=O)C(N(C(=O)CN(C(=O)C7CCCN7C(=O)C(NC6=O)C(C)C)C)C)C(C)C)C)N)C. Drug 2: CCCCC(=O)OCC(=O)C1(CC(C2=C(C1)C(=C3C(=C2O)C(=O)C4=C(C3=O)C=CC=C4OC)O)OC5CC(C(C(O5)C)O)NC(=O)C(F)(F)F)O. Cell line: SR. Synergy scores: CSS=94.9, Synergy_ZIP=12.1, Synergy_Bliss=12.1, Synergy_Loewe=13.1, Synergy_HSA=16.0. (7) Drug 1: C1CC(CCC1OC2=C(C(=CC=C2)Cl)F)(CC3=NC(=CC=C3)NC4=NC=CS4)C(=O)O. Drug 2: CC1(CCCN1)C2=NC3=C(C=CC=C3N2)C(=O)N. Cell line: HT29. Synergy scores: CSS=11.0, Synergy_ZIP=2.83, Synergy_Bliss=9.44, Synergy_Loewe=-9.41, Synergy_HSA=5.53.